From a dataset of Forward reaction prediction with 1.9M reactions from USPTO patents (1976-2016). Predict the product of the given reaction. (1) Given the reactants Cl[C:2]1[N:3]=[CH:4][C:5]2[N:11]([CH3:12])[C:10](=[O:13])[C:9]([F:15])([F:14])[CH2:8][N:7]([CH:16]([CH3:18])[CH3:17])[C:6]=2[N:19]=1.[NH2:20][C:21]1[CH:29]=[CH:28][C:24]([C:25]([OH:27])=[O:26])=[CH:23][C:22]=1[O:30][CH3:31], predict the reaction product. The product is: [F:14][C:9]1([F:15])[CH2:8][N:7]([CH:16]([CH3:18])[CH3:17])[C:6]2[N:19]=[C:2]([NH:20][C:21]3[CH:29]=[CH:28][C:24]([C:25]([OH:27])=[O:26])=[CH:23][C:22]=3[O:30][CH3:31])[N:3]=[CH:4][C:5]=2[N:11]([CH3:12])[C:10]1=[O:13]. (2) Given the reactants COCC(O[CH:7]([C:27]1[CH:28]=[C:29]2[C:33](=[CH:34][CH:35]=1)[N:32]([CH3:36])[CH:31]=[C:30]2[CH2:37][CH2:38][CH2:39][O:40][CH3:41])[CH:8]([CH:24]([CH3:26])[CH3:25])[CH2:9][CH:10]1[CH2:14][O:13][C:12]([CH3:16])([CH3:15])[N:11]1[C:17]([O:19][C:20]([CH3:23])([CH3:22])[CH3:21])=[O:18])=O.C(CN)O, predict the reaction product. The product is: [CH3:41][O:40][CH2:39][CH2:38][CH2:37][C:30]1[C:29]2[C:33](=[CH:34][CH:35]=[C:27]([CH2:7][CH:8]([CH:24]([CH3:25])[CH3:26])[CH2:9][CH:10]3[CH2:14][O:13][C:12]([CH3:16])([CH3:15])[N:11]3[C:17]([O:19][C:20]([CH3:23])([CH3:22])[CH3:21])=[O:18])[CH:28]=2)[N:32]([CH3:36])[CH:31]=1. (3) The product is: [Br:9][C:5]1[CH:6]=[C:7]2[NH:8][C:19]([CH2:18][C:15]3[CH:16]=[CH:17][C:12]([O:11][CH3:10])=[CH:13][CH:14]=3)=[N:1][C:2]2=[N:3][CH:4]=1. Given the reactants [NH2:1][C:2]1[C:7]([NH2:8])=[CH:6][C:5]([Br:9])=[CH:4][N:3]=1.[CH3:10][O:11][C:12]1[CH:17]=[CH:16][C:15]([CH2:18][C:19](Cl)=O)=[CH:14][CH:13]=1.C(OCC)(=O)C.O1CCCC1.[OH-].[Na+], predict the reaction product. (4) Given the reactants [I:1][CH2:2][C:3]1[N:4]=[C:5]([C:14]2[CH:19]=[CH:18][C:17](C)=[CH:16][CH:15]=2)[O:6][C:7]=1[C:8]1C=CC=CC=1.C/C(/C(C)=O)=N\O.[F:28]C1C=CC(C=O)=CC=1, predict the reaction product. The product is: [F:28][C:17]1[CH:18]=[CH:19][C:14]([C:5]2[O:6][C:7]([CH3:8])=[C:3]([CH2:2][I:1])[N:4]=2)=[CH:15][CH:16]=1.